Dataset: Forward reaction prediction with 1.9M reactions from USPTO patents (1976-2016). Task: Predict the product of the given reaction. (1) Given the reactants [Cl:1][C:2]1[CH:7]=[CH:6][C:5]([N:8]2[C:13](=[O:14])[N:12]([C:15](=[O:24])[C:16]3[C:21]([F:22])=[CH:20][CH:19]=[CH:18][C:17]=3[F:23])[CH2:11][S:10][CH2:9]2)=[CH:4][CH:3]=1.C1C=C(Cl)C=C(C(OO)=[O:33])C=1.O.C(=O)([O-])[O-].[K+].[K+], predict the reaction product. The product is: [Cl:1][C:2]1[CH:7]=[CH:6][C:5]([N:8]2[C:13](=[O:14])[N:12]([C:15](=[O:24])[C:16]3[C:17]([F:23])=[CH:18][CH:19]=[CH:20][C:21]=3[F:22])[CH2:11][S:10](=[O:33])[CH2:9]2)=[CH:4][CH:3]=1. (2) Given the reactants [Cl:1][C:2]1[CH:19]=[C:18]([Cl:20])[CH:17]=[CH:16][C:3]=1[CH2:4][N:5]1[C:9]([CH:10]=O)=[CH:8][C:7]([O:12][CH2:13][O:14][CH3:15])=[N:6]1.C(OP([CH2:29][C:30]([O:32][CH2:33][CH3:34])=[O:31])(OCC)=O)C.[H-].[Na+].O, predict the reaction product. The product is: [Cl:1][C:2]1[CH:19]=[C:18]([Cl:20])[CH:17]=[CH:16][C:3]=1[CH2:4][N:5]1[C:9](/[CH:10]=[CH:29]/[C:30]([O:32][CH2:33][CH3:34])=[O:31])=[CH:8][C:7]([O:12][CH2:13][O:14][CH3:15])=[N:6]1. (3) Given the reactants [CH3:1][C:2]1[N:7]=[C:6]([C:8]([OH:10])=[O:9])[CH:5]=[CH:4][C:3]=1[N+:11]([O-])=O, predict the reaction product. The product is: [NH2:11][C:3]1[CH:4]=[CH:5][C:6]([C:8]([OH:10])=[O:9])=[N:7][C:2]=1[CH3:1]. (4) The product is: [C:7]([NH2:9])(=[O:8])[C:6]1[CH:16]=[CH:17][CH:3]=[CH:4][CH:5]=1. Given the reactants NC[C:3]1[CH:17]=[CH:16][C:6]([C:7]([NH:9]C2C=NC=CC=2)=[O:8])=[CH:5][CH:4]=1.S1C=CC(S(Cl)(=O)=O)=C1, predict the reaction product. (5) Given the reactants C(O[C:4](=[O:16])[CH:5]([N:11]=[CH:12][N:13](C)C)[C:6]([O:8][CH2:9][CH3:10])=[O:7])C.[NH2:17]N, predict the reaction product. The product is: [CH2:9]([O:8][C:6]([CH:5]1[C:4](=[O:16])[NH:17][N:13]=[CH:12][NH:11]1)=[O:7])[CH3:10]. (6) Given the reactants [CH3:1][O:2][C:3](=[O:34])[CH2:4][C@H:5]1[C:9]2[CH:10]=[CH:11][C:12]([O:14][C@H:15]3[C:23]4[C:18](=[C:19]([O:25][C:26]5[CH:31]=[CH:30][C:29](Br)=[CH:28][C:27]=5[F:33])[CH:20]=[CH:21][C:22]=4[F:24])[CH2:17][CH2:16]3)=[CH:13][C:8]=2[O:7][CH2:6]1.[CH3:35][C:36]1[C:40](B(O)O)=[C:39]([CH3:44])[O:38][N:37]=1, predict the reaction product. The product is: [CH3:1][O:2][C:3](=[O:34])[CH2:4][C@H:5]1[C:9]2[CH:10]=[CH:11][C:12]([O:14][C@H:15]3[C:23]4[C:18](=[C:19]([O:25][C:26]5[CH:31]=[CH:30][C:29]([C:40]6[C:36]([CH3:35])=[N:37][O:38][C:39]=6[CH3:44])=[CH:28][C:27]=5[F:33])[CH:20]=[CH:21][C:22]=4[F:24])[CH2:17][CH2:16]3)=[CH:13][C:8]=2[O:7][CH2:6]1. (7) Given the reactants [CH2:1]([O:8][C:9](=[O:16])[C@H:10]([C@H:12]([CH2:14][CH3:15])[CH3:13])[NH2:11])[C:2]1[CH:7]=[CH:6][CH:5]=[CH:4][CH:3]=1.[CH2:17]1[CH2:23][S:20](=[O:22])(=[O:21])[O:19][CH2:18]1, predict the reaction product. The product is: [CH2:1]([O:8][C:9]([C@@H:10]([NH:11][CH2:18][CH2:17][CH2:23][S:20]([OH:22])(=[O:21])=[O:19])[CH:12]([CH3:13])[CH2:14][CH3:15])=[O:16])[C:2]1[CH:7]=[CH:6][CH:5]=[CH:4][CH:3]=1.